From a dataset of NCI-60 drug combinations with 297,098 pairs across 59 cell lines. Regression. Given two drug SMILES strings and cell line genomic features, predict the synergy score measuring deviation from expected non-interaction effect. (1) Drug 2: CC1C(C(CC(O1)OC2CC(CC3=C2C(=C4C(=C3O)C(=O)C5=C(C4=O)C(=CC=C5)OC)O)(C(=O)CO)O)N)O.Cl. Cell line: U251. Drug 1: CC1=C(C(CCC1)(C)C)C=CC(=CC=CC(=CC(=O)O)C)C. Synergy scores: CSS=29.4, Synergy_ZIP=1.12, Synergy_Bliss=1.01, Synergy_Loewe=-24.5, Synergy_HSA=2.13. (2) Drug 1: C1CC(=O)NC(=O)C1N2CC3=C(C2=O)C=CC=C3N. Drug 2: CCC1(C2=C(COC1=O)C(=O)N3CC4=CC5=C(C=CC(=C5CN(C)C)O)N=C4C3=C2)O.Cl. Cell line: SNB-19. Synergy scores: CSS=13.7, Synergy_ZIP=-0.871, Synergy_Bliss=-1.23, Synergy_Loewe=-17.3, Synergy_HSA=0.0224. (3) Drug 1: C1=CC(=C2C(=C1NCCNCCO)C(=O)C3=C(C=CC(=C3C2=O)O)O)NCCNCCO. Drug 2: C1CN1P(=S)(N2CC2)N3CC3. Cell line: 786-0. Synergy scores: CSS=53.6, Synergy_ZIP=-1.65, Synergy_Bliss=-0.304, Synergy_Loewe=-30.4, Synergy_HSA=1.70. (4) Drug 1: CC(CN1CC(=O)NC(=O)C1)N2CC(=O)NC(=O)C2. Drug 2: C1CN(CCN1C(=O)CCBr)C(=O)CCBr. Cell line: LOX IMVI. Synergy scores: CSS=37.3, Synergy_ZIP=-7.81, Synergy_Bliss=-4.69, Synergy_Loewe=-1.51, Synergy_HSA=0.829.